From a dataset of Peptide-MHC class I binding affinity with 185,985 pairs from IEDB/IMGT. Regression. Given a peptide amino acid sequence and an MHC pseudo amino acid sequence, predict their binding affinity value. This is MHC class I binding data. (1) The peptide sequence is MTMLTRWKI. The MHC is HLA-A68:23 with pseudo-sequence HLA-A68:23. The binding affinity (normalized) is 1.00. (2) The MHC is HLA-A33:01 with pseudo-sequence HLA-A33:01. The binding affinity (normalized) is 0. The peptide sequence is KSPLPSLEY. (3) The peptide sequence is KPFNNILNL. The MHC is HLA-B51:01 with pseudo-sequence HLA-B51:01. The binding affinity (normalized) is 0. (4) The peptide sequence is HDLQGSNAP. The MHC is H-2-Kd with pseudo-sequence H-2-Kd. The binding affinity (normalized) is 0.124. (5) The peptide sequence is TLVGVVVST. The MHC is HLA-A02:01 with pseudo-sequence HLA-A02:01. The binding affinity (normalized) is 0. (6) The peptide sequence is GDNEILQIV. The MHC is H-2-Kk with pseudo-sequence H-2-Kk. The binding affinity (normalized) is 0.149.